This data is from Forward reaction prediction with 1.9M reactions from USPTO patents (1976-2016). The task is: Predict the product of the given reaction. (1) Given the reactants [F:1][C:2]1[CH:7]=[C:6]([N:8]([CH2:21][C:22]2[CH:23]=[C:24]([C:28]3[C:33]([CH3:34])=[CH:32][C:31]([OH:35])=[CH:30][C:29]=3[CH3:36])[CH:25]=[CH:26][CH:27]=2)[S:9]([C:12]2[CH:17]=[CH:16][CH:15]=[CH:14][C:13]=2[N+:18]([O-:20])=[O:19])(=[O:11])=[O:10])[CH:5]=[CH:4][C:3]=1[CH2:37][CH2:38][C:39]([O:41][CH2:42][CH3:43])=[O:40].[CH3:44][S:45](Cl)(=[O:47])=[O:46].O, predict the reaction product. The product is: [CH3:36][C:29]1[CH:30]=[C:31]([O:35][S:45]([CH3:44])(=[O:47])=[O:46])[CH:32]=[C:33]([CH3:34])[C:28]=1[C:24]1[CH:25]=[CH:26][CH:27]=[C:22]([CH2:21][N:8]([S:9]([C:12]2[CH:17]=[CH:16][CH:15]=[CH:14][C:13]=2[N+:18]([O-:20])=[O:19])(=[O:10])=[O:11])[C:6]2[CH:5]=[CH:4][C:3]([CH2:37][CH2:38][C:39]([O:41][CH2:42][CH3:43])=[O:40])=[C:2]([F:1])[CH:7]=2)[CH:23]=1. (2) Given the reactants [CH3:1][O:2][C:3](=[O:27])[C:4]1[CH:9]=[C:8]([O:10][CH3:11])[CH:7]=[CH:6][C:5]=1[NH:12][C:13]1[N:17]([C:18]2[CH:23]=[CH:22][CH:21]=[CH:20][C:19]=2[CH3:24])[N:16]=[C:15]([CH3:25])[C:14]=1Br.C(=O)([O-])[O-].[Na+].[Na+].O.C[N:36]([CH3:39])[CH:37]=O, predict the reaction product. The product is: [CH3:1][O:2][C:3](=[O:27])[C:4]1[CH:9]=[C:8]([O:10][CH3:11])[CH:7]=[CH:6][C:5]=1[NH:12][C:13]1[N:17]([C:18]2[CH:23]=[CH:22][CH:21]=[CH:20][C:19]=2[CH3:24])[N:16]=[C:15]([CH3:25])[C:14]=1[C:4]1[CH:5]=[N:12][C:13]2=[N:17][CH:18]=[CH:37][N:36]=[C:39]2[CH:3]=1. (3) Given the reactants C(OC(C1C=C(OCC2C=CC=CC=2)C2C(=C(Br)C=CC=2)N=1)=O)C1C=CC=CC=1.[CH2:30]([O:37][C:38]([C:40]1[CH:49]=[C:48]([O:50][CH2:51][C:52]2[CH:57]=[CH:56][CH:55]=[CH:54][CH:53]=2)[C:47]2[C:42](=[C:43]([N+:58]([O-])=O)[CH:44]=[CH:45][CH:46]=2)[N:41]=1)=[O:39])[C:31]1[CH:36]=[CH:35][CH:34]=[CH:33][CH:32]=1, predict the reaction product. The product is: [CH2:30]([O:37][C:38]([C:40]1[CH:49]=[C:48]([O:50][CH2:51][C:52]2[CH:57]=[CH:56][CH:55]=[CH:54][CH:53]=2)[C:47]2[C:42](=[C:43]([NH2:58])[CH:44]=[CH:45][CH:46]=2)[N:41]=1)=[O:39])[C:31]1[CH:36]=[CH:35][CH:34]=[CH:33][CH:32]=1. (4) Given the reactants [O:1]1[CH2:6][CH2:5][CH:4]([C:7]2[C:8]([O:13][C:14]3[CH:20]=[CH:19][C:17]([NH2:18])=[CH:16][CH:15]=3)=[N:9][CH:10]=[CH:11][CH:12]=2)[CH2:3][CH2:2]1.Cl[C:22]1[N:26]([CH2:27][C:28]2[CH:33]=[CH:32][C:31]([O:34][CH3:35])=[CH:30][CH:29]=2)[C:25]2[CH:36]=[CH:37][CH:38]=[CH:39][C:24]=2[N:23]=1, predict the reaction product. The product is: [CH3:35][O:34][C:31]1[CH:30]=[CH:29][C:28]([CH2:27][N:26]2[C:25]3[CH:36]=[CH:37][CH:38]=[CH:39][C:24]=3[N:23]=[C:22]2[NH:18][C:17]2[CH:16]=[CH:15][C:14]([O:13][C:8]3[C:7]([CH:4]4[CH2:3][CH2:2][O:1][CH2:6][CH2:5]4)=[CH:12][CH:11]=[CH:10][N:9]=3)=[CH:20][CH:19]=2)=[CH:33][CH:32]=1. (5) Given the reactants [C:1]([C:5]1[NH:6][C:7]([C:11]([O:13][CH2:14][CH3:15])=[O:12])=[C:8](I)[N:9]=1)([CH3:4])([CH3:3])[CH3:2].O.C(N(CC)CC)C.[C:24](=O)([OH:26])[O-:25].[Na+], predict the reaction product. The product is: [C:1]([C:5]1[NH:6][C:7]([C:11]([O:13][CH2:14][CH3:15])=[O:12])=[C:8]([C:24]([OH:26])=[O:25])[N:9]=1)([CH3:4])([CH3:3])[CH3:2]. (6) Given the reactants [Cl:1][C:2]1[C:11]2[C:12](=[O:20])[O:13][C:14]3([CH2:19][CH2:18][O:17][CH2:16][CH2:15]3)[C:10]=2[C:9]2[C@@H:8]([OH:21])[CH2:7][C:6]([CH3:23])([CH3:22])[CH2:5][C:4]=2[N:3]=1.N1C(C)=CC=CC=1C.[C:32]([Si:36](OS(C(F)(F)F)(=O)=O)([CH3:38])[CH3:37])([CH3:35])([CH3:34])[CH3:33], predict the reaction product. The product is: [Si:36]([O:21][C@H:8]1[CH2:7][C:6]([CH3:23])([CH3:22])[CH2:5][C:4]2[N:3]=[C:2]([Cl:1])[C:11]3[C:12](=[O:20])[O:13][C:14]4([CH2:19][CH2:18][O:17][CH2:16][CH2:15]4)[C:10]=3[C:9]1=2)([C:32]([CH3:35])([CH3:34])[CH3:33])([CH3:38])[CH3:37]. (7) Given the reactants [OH:1][C@H:2]([C:14]([CH3:18])([CH3:17])[CH2:15][OH:16])[C:3]([NH:5][CH2:6][CH2:7][C:8]([O:10][CH:11]([CH3:13])[CH3:12])=[O:9])=[O:4].CCN(CC)CC.[O:26]=[P:27](Cl)(Cl)[Cl:28], predict the reaction product. The product is: [Cl:28][P:27]1(=[O:26])[O:1][C@@H:2]([C:3]([NH:5][CH2:6][CH2:7][C:8]([O:10][CH:11]([CH3:13])[CH3:12])=[O:9])=[O:4])[C:14]([CH3:18])([CH3:17])[CH2:15][O:16]1.